From a dataset of Catalyst prediction with 721,799 reactions and 888 catalyst types from USPTO. Predict which catalyst facilitates the given reaction. (1) Reactant: [F:1][C:2]1[CH:3]=[CH:4][C:5]([O:20][CH3:21])=[C:6]([C:8]([CH3:19])([CH3:18])[CH2:9][C:10](N2CCOCC2)=[O:11])[CH:7]=1.[CH:22]([Li])([CH3:24])[CH3:23]. Product: [F:1][C:2]1[CH:3]=[CH:4][C:5]([O:20][CH3:21])=[C:6]([C:8]([CH3:18])([CH3:19])[CH2:9][C:10](=[O:11])[CH:22]([CH3:24])[CH3:23])[CH:7]=1. The catalyst class is: 1. (2) Reactant: [Br:1][C:2]1[CH:7]=[CH:6][C:5]([OH:8])=[CH:4][C:3]=1[O:9][CH3:10].[C:11](=[O:14])([O-])[O-].[K+].[K+].[CH3:17]N(C)C=O. Product: [Br:1][C:2]1[CH:7]=[CH:6][C:5]([O:8][CH2:17][O:14][CH3:11])=[CH:4][C:3]=1[O:9][CH3:10]. The catalyst class is: 13.